This data is from Full USPTO retrosynthesis dataset with 1.9M reactions from patents (1976-2016). The task is: Predict the reactants needed to synthesize the given product. Given the product [I:1][C:2]1[C:10]2[C:5](=[CH:6][C:7]([N+:12]([O-:14])=[O:13])=[C:8]([CH3:11])[CH:9]=2)[N:4]([CH3:17])[N:3]=1, predict the reactants needed to synthesize it. The reactants are: [I:1][C:2]1[C:10]2[C:5](=[CH:6][C:7]([N+:12]([O-:14])=[O:13])=[C:8]([CH3:11])[CH:9]=2)[NH:4][N:3]=1.[H-].[Na+].[CH3:17]I.Cl.